From a dataset of NCI-60 drug combinations with 297,098 pairs across 59 cell lines. Regression. Given two drug SMILES strings and cell line genomic features, predict the synergy score measuring deviation from expected non-interaction effect. (1) Drug 1: CC1=CC=C(C=C1)C2=CC(=NN2C3=CC=C(C=C3)S(=O)(=O)N)C(F)(F)F. Drug 2: C1C(C(OC1N2C=C(C(=O)NC2=O)F)CO)O. Cell line: RXF 393. Synergy scores: CSS=4.08, Synergy_ZIP=-1.70, Synergy_Bliss=0.613, Synergy_Loewe=0.111, Synergy_HSA=0.401. (2) Drug 1: CC1=CC2C(CCC3(C2CCC3(C(=O)C)OC(=O)C)C)C4(C1=CC(=O)CC4)C. Drug 2: C(CCl)NC(=O)N(CCCl)N=O. Cell line: RPMI-8226. Synergy scores: CSS=23.8, Synergy_ZIP=-0.412, Synergy_Bliss=6.45, Synergy_Loewe=-2.06, Synergy_HSA=6.31. (3) Drug 1: CCC(=C(C1=CC=CC=C1)C2=CC=C(C=C2)OCCN(C)C)C3=CC=CC=C3.C(C(=O)O)C(CC(=O)O)(C(=O)O)O. Drug 2: CN1C(=O)N2C=NC(=C2N=N1)C(=O)N. Cell line: OVCAR-4. Synergy scores: CSS=-0.275, Synergy_ZIP=0.431, Synergy_Bliss=1.90, Synergy_Loewe=-0.110, Synergy_HSA=0.189. (4) Drug 1: CN1CCC(CC1)COC2=C(C=C3C(=C2)N=CN=C3NC4=C(C=C(C=C4)Br)F)OC. Drug 2: CS(=O)(=O)C1=CC(=C(C=C1)C(=O)NC2=CC(=C(C=C2)Cl)C3=CC=CC=N3)Cl. Cell line: SW-620. Synergy scores: CSS=-0.845, Synergy_ZIP=5.38, Synergy_Bliss=0.00763, Synergy_Loewe=-7.40, Synergy_HSA=-3.26. (5) Drug 1: CC1C(C(CC(O1)OC2CC(CC3=C2C(=C4C(=C3O)C(=O)C5=C(C4=O)C(=CC=C5)OC)O)(C(=O)C)O)N)O.Cl. Drug 2: CC1C(C(CC(O1)OC2CC(OC(C2O)C)OC3=CC4=CC5=C(C(=O)C(C(C5)C(C(=O)C(C(C)O)O)OC)OC6CC(C(C(O6)C)O)OC7CC(C(C(O7)C)O)OC8CC(C(C(O8)C)O)(C)O)C(=C4C(=C3C)O)O)O)O. Cell line: UACC62. Synergy scores: CSS=17.6, Synergy_ZIP=0.642, Synergy_Bliss=5.64, Synergy_Loewe=-0.0352, Synergy_HSA=6.94. (6) Drug 1: COC1=C(C=C2C(=C1)N=CN=C2NC3=CC(=C(C=C3)F)Cl)OCCCN4CCOCC4. Drug 2: C(=O)(N)NO. Cell line: U251. Synergy scores: CSS=18.1, Synergy_ZIP=-3.96, Synergy_Bliss=-1.10, Synergy_Loewe=1.70, Synergy_HSA=2.63. (7) Drug 1: C1CCC(CC1)NC(=O)N(CCCl)N=O. Drug 2: COCCOC1=C(C=C2C(=C1)C(=NC=N2)NC3=CC=CC(=C3)C#C)OCCOC.Cl. Cell line: HS 578T. Synergy scores: CSS=22.4, Synergy_ZIP=9.78, Synergy_Bliss=14.8, Synergy_Loewe=11.0, Synergy_HSA=13.4.